From a dataset of Reaction yield outcomes from USPTO patents with 853,638 reactions. Predict the reaction yield, written as a fraction of the theoretical maximum amount of product (1.0 means a 100% yield; for example, 0.34 means a 34% yield). (1) The reactants are [Br:1][C:2]1[CH:7]=[CH:6][CH:5]=[CH:4][C:3]=1[C:8]([CH3:17])([CH3:16])[CH2:9][C:10](=[O:15])[C:11]([F:14])([F:13])[F:12].[BH4-].[Na+]. The catalyst is CO.C1COCC1. The product is [Br:1][C:2]1[CH:7]=[CH:6][CH:5]=[CH:4][C:3]=1[C:8]([CH3:17])([CH3:16])[CH2:9][CH:10]([OH:15])[C:11]([F:13])([F:14])[F:12]. The yield is 0.580. (2) The reactants are [C:1]([C:3]1[CH:8]=[CH:7][CH:6]=[CH:5][C:4]=1[C:9]1[CH:14]=[CH:13][C:12]([CH2:15][C:16]2[C:17](=[O:37])[N:18]([C@H:28]3[CH2:33][CH2:32][C@H:31]([C:34](O)=[O:35])[CH2:30][CH2:29]3)[C:19]3[N:20]([N:25]=[CH:26][N:27]=3)[C:21]=2[CH2:22][CH2:23][CH3:24])=[CH:11][CH:10]=1)#[N:2].[NH4+].O[N:40]1C2C=CC=CC=2N=N1.Cl.C(N=C=NCCCN(C)C)C.CN(C)C=O. The catalyst is C(OCC)(=O)C. The product is [C:1]([C:3]1[CH:8]=[CH:7][CH:6]=[CH:5][C:4]=1[C:9]1[CH:14]=[CH:13][C:12]([CH2:15][C:16]2[C:17](=[O:37])[N:18]([C@H:28]3[CH2:33][CH2:32][C@H:31]([C:34]([NH2:40])=[O:35])[CH2:30][CH2:29]3)[C:19]3[N:20]([N:25]=[CH:26][N:27]=3)[C:21]=2[CH2:22][CH2:23][CH3:24])=[CH:11][CH:10]=1)#[N:2]. The yield is 0.670. (3) The reactants are [CH:1]([NH:4][CH:5]1[CH2:10][CH2:9][N:8]([CH2:11][C:12]2[CH:13]=[N:14][CH:15]=[CH:16][C:17]=2[O:18][CH3:19])[CH2:7][CH2:6]1)([CH3:3])[CH3:2].[C:20]([OH:28])(=[O:27])[C:21]1[CH:26]=[CH:25][CH:24]=[CH:23][CH:22]=1. The catalyst is CC(OC)(C)C. The product is [C:20]([OH:28])(=[O:27])[C:21]1[CH:26]=[CH:25][CH:24]=[CH:23][CH:22]=1.[CH:1]([NH:4][CH:5]1[CH2:6][CH2:7][N:8]([CH2:11][C:12]2[CH:13]=[N:14][CH:15]=[CH:16][C:17]=2[O:18][CH3:19])[CH2:9][CH2:10]1)([CH3:3])[CH3:2]. The yield is 0.820. (4) The reactants are [CH2:1]([C:4]1[CH:9]=[CH:8][C:7]([O:10][CH3:11])=[CH:6][C:5]=1[OH:12])[CH:2]=[CH2:3].C(=O)([O-])[O-].[K+].[K+].[CH2:19](Br)[C:20]1[CH:25]=[CH:24][CH:23]=[CH:22][CH:21]=1. The catalyst is CN(C=O)C.[I-].C([N+](CCCC)(CCCC)CCCC)CCC.O. The product is [CH2:1]([C:4]1[CH:9]=[CH:8][C:7]([O:10][CH3:11])=[CH:6][C:5]=1[O:12][CH2:19][C:20]1[CH:25]=[CH:24][CH:23]=[CH:22][CH:21]=1)[CH:2]=[CH2:3]. The yield is 0.900. (5) The reactants are [CH3:1][C:2]([CH:5]1[CH2:13][C:12]2[C:7](=[CH:8][CH:9]=[C:10]([N:14]3[CH2:18][C@H:17]([CH2:19][OH:20])[O:16][C:15]3=[O:21])[CH:11]=2)[N:6]1[C:22]([O:24][CH2:25][C:26]1[CH:31]=[CH:30][CH:29]=[CH:28][CH:27]=1)=[O:23])([CH3:4])[CH3:3].C(N(CC)CC)C.[CH3:39][S:40](Cl)(=[O:42])=[O:41]. The catalyst is C(Cl)Cl. The product is [CH3:4][C:2]([CH:5]1[CH2:13][C:12]2[C:7](=[CH:8][CH:9]=[C:10]([N:14]3[CH2:18][C@H:17]([CH2:19][O:20][S:40]([CH3:39])(=[O:42])=[O:41])[O:16][C:15]3=[O:21])[CH:11]=2)[N:6]1[C:22]([O:24][CH2:25][C:26]1[CH:27]=[CH:28][CH:29]=[CH:30][CH:31]=1)=[O:23])([CH3:1])[CH3:3]. The yield is 0.820. (6) The reactants are [F-:1].C([N+](CCCC)(CCCC)CCCC)CCC.S(=O)(=O)(O)O.[Br:24][C:25]1[CH:26]=[C:27]([N+]([O-])=O)[C:28]([C:31]#[N:32])=[N:29][CH:30]=1. The catalyst is CN(C=O)C. The product is [Br:24][C:25]1[CH:26]=[C:27]([F:1])[C:28]([C:31]#[N:32])=[N:29][CH:30]=1. The yield is 0.420. (7) The reactants are [NH2:1][C:2]1[CH:7]=[C:6]([C:8]2[S:9][CH:10]=[CH:11][CH:12]=2)[CH:5]=[CH:4][C:3]=1[NH:13][C:14](=[O:20])[O:15][C:16]([CH3:19])([CH3:18])[CH3:17].[CH3:21][N:22]([CH3:26])[C:23](Cl)=[O:24]. The catalyst is N1C=CC=CC=1.C1(C)C=CC=CC=1.O. The product is [CH3:21][N:22]([CH3:26])[C:23](=[O:24])[NH:1][C:2]1[CH:7]=[C:6]([C:8]2[S:9][CH:10]=[CH:11][CH:12]=2)[CH:5]=[CH:4][C:3]=1[NH:13][C:14](=[O:20])[O:15][C:16]([CH3:17])([CH3:19])[CH3:18]. The yield is 0.800. (8) The reactants are [CH3:1][C:2]1[CH:6]=[CH:5][S:4][C:3]=1[C:7]([OH:9])=[O:8].[CH2:10]1COCC1.C[Si](C=[N+]=[N-])(C)C. The catalyst is CO. The product is [CH3:1][C:2]1[CH:6]=[CH:5][S:4][C:3]=1[C:7]([O:9][CH3:10])=[O:8]. The yield is 0.760.